From a dataset of Forward reaction prediction with 1.9M reactions from USPTO patents (1976-2016). Predict the product of the given reaction. (1) Given the reactants C(OC([NH:8][CH2:9][C:10]1[CH:15]=[C:14]([Cl:16])[CH:13]=[CH:12][C:11]=1[NH:17][C:18](=[O:21])[O:19][CH3:20])=O)(C)(C)C.C(OCC)(=O)C.Cl, predict the reaction product. The product is: [ClH:16].[NH2:8][CH2:9][C:10]1[CH:15]=[C:14]([Cl:16])[CH:13]=[CH:12][C:11]=1[NH:17][C:18](=[O:21])[O:19][CH3:20]. (2) Given the reactants I[C:2]1[CH:19]=[CH:18][C:5]([CH2:6][N:7]2[C:15](=[O:16])[C:14]3[C:9](=[CH:10][CH:11]=[CH:12][CH:13]=3)[C:8]2=[O:17])=[CH:4][CH:3]=1.[CH2:20]([OH:24])[CH2:21][C:22]#[CH:23], predict the reaction product. The product is: [OH:24][CH2:20][CH2:21][C:22]#[C:23][C:2]1[CH:19]=[CH:18][C:5]([CH2:6][N:7]2[C:15](=[O:16])[C:14]3[C:9](=[CH:10][CH:11]=[CH:12][CH:13]=3)[C:8]2=[O:17])=[CH:4][CH:3]=1. (3) The product is: [Cl:1][C:2]1[CH:24]=[CH:23][CH:22]=[C:21]([Cl:25])[C:3]=1[O:4][C:5]1[C:18](=[O:19])[N:17]([CH3:20])[C:8]2[N:9]=[C:10]([NH:31][C:30]3[CH:32]=[CH:33][C:27]([F:26])=[CH:28][CH:29]=3)[N:11]=[CH:12][C:7]=2[CH:6]=1. Given the reactants [Cl:1][C:2]1[CH:24]=[CH:23][CH:22]=[C:21]([Cl:25])[C:3]=1[O:4][C:5]1[C:18](=[O:19])[N:17]([CH3:20])[C:8]2[N:9]=[C:10](S(C)(=O)=O)[N:11]=[CH:12][C:7]=2[CH:6]=1.[F:26][C:27]1[CH:33]=[CH:32][C:30]([NH2:31])=[CH:29][CH:28]=1.CO, predict the reaction product. (4) Given the reactants N[C:2]1[CH:18]=[C:17]([Cl:19])[C:5]([CH2:6][C:7]2[CH:8]=[C:9]([CH:14]([CH3:16])[CH3:15])[C:10](=[O:13])[NH:11][N:12]=2)=[C:4]([Cl:20])[CH:3]=1.S(=O)(=O)(O)O.N([O-])=O.[Na+].[BrH:30], predict the reaction product. The product is: [Br:30][C:2]1[CH:18]=[C:17]([Cl:19])[C:5]([CH2:6][C:7]2[CH:8]=[C:9]([CH:14]([CH3:16])[CH3:15])[C:10](=[O:13])[NH:11][N:12]=2)=[C:4]([Cl:20])[CH:3]=1. (5) Given the reactants [F:1][C:2]([F:10])([F:9])[C:3]([F:8])([F:7])[C:4]([OH:6])=[O:5].CC([O-])(C)C.[K+:16], predict the reaction product. The product is: [F:7][C:3]([F:8])([C:2]([F:10])([F:9])[F:1])[C:4]([O-:6])=[O:5].[K+:16].